From a dataset of Full USPTO retrosynthesis dataset with 1.9M reactions from patents (1976-2016). Predict the reactants needed to synthesize the given product. (1) The reactants are: S(=O)(=O)(O)O.[NH:6]1[CH:10]=[CH:9][C:8]([C:11]([OH:13])=[O:12])=[N:7]1.[CH3:14][CH2:15]O. Given the product [CH2:14]([O:12][C:11]([C:8]1[NH:7][N:6]=[CH:10][CH:9]=1)=[O:13])[CH3:15], predict the reactants needed to synthesize it. (2) Given the product [CH3:1][N:2]1[CH:6]=[C:5]([NH:7][C:8]([C:10]2[N:11]([CH3:18])[CH:12]=[C:13]([N+:15]([O-:17])=[O:16])[CH:14]=2)=[O:9])[CH:4]=[C:3]1[C:19]([OH:21])=[O:20], predict the reactants needed to synthesize it. The reactants are: [CH3:1][N:2]1[CH:6]=[C:5]([NH:7][C:8]([C:10]2[N:11]([CH3:18])[CH:12]=[C:13]([N+:15]([O-:17])=[O:16])[CH:14]=2)=[O:9])[CH:4]=[C:3]1[C:19]([O:21]C)=[O:20].[OH-].[Na+].Cl. (3) Given the product [O:4]=[C:5]1[CH2:10][CH2:9][CH:8]([CH:11]([NH:14][C:15](=[O:18])[O:16][CH3:17])[CH2:12][CH3:13])[CH2:7][CH2:6]1, predict the reactants needed to synthesize it. The reactants are: O1[C:5]2([CH2:10][CH2:9][CH:8]([CH:11]([NH:14][C:15](=[O:18])[O:16][CH3:17])[CH2:12][CH3:13])[CH2:7][CH2:6]2)[O:4]CC1.Cl. (4) The reactants are: [C:1]1([C:7]2[C:16]([NH:17][C@@H:18]([C:20]3[CH:25]=[CH:24][CH:23]=[CH:22][CH:21]=3)[CH3:19])=[N:15][C:14]3[C:9](=[CH:10][CH:11]=[C:12]([C:26]([O:28]C)=[O:27])[CH:13]=3)[N:8]=2)[CH:6]=[CH:5][CH:4]=[CH:3][CH:2]=1.[H-].[Na+].[CH3:32]I.Cl. Given the product [CH3:32][N:17]([C@@H:18]([C:20]1[CH:25]=[CH:24][CH:23]=[CH:22][CH:21]=1)[CH3:19])[C:16]1[C:7]([C:1]2[CH:2]=[CH:3][CH:4]=[CH:5][CH:6]=2)=[N:8][C:9]2[C:14]([N:15]=1)=[CH:13][C:12]([C:26]([OH:28])=[O:27])=[CH:11][CH:10]=2, predict the reactants needed to synthesize it.